The task is: Predict the product of the given reaction.. This data is from Forward reaction prediction with 1.9M reactions from USPTO patents (1976-2016). (1) Given the reactants C(N(CC)CC)C.[Br:8][C:9]1[CH:14]=[CH:13][C:12]([C:15](=O)[CH2:16][S:17][C:18]#[N:19])=[CH:11][CH:10]=1.[Cl-].[CH2:22]([O:24][C:25]([C:27]1([NH3+:30])[CH2:29][CH2:28]1)=[O:26])[CH3:23], predict the reaction product. The product is: [Br:8][C:9]1[CH:14]=[CH:13][C:12]([C:15]2[N:19]=[C:18]([NH:30][C:27]3([C:25]([O:24][CH2:22][CH3:23])=[O:26])[CH2:29][CH2:28]3)[S:17][CH:16]=2)=[CH:11][CH:10]=1. (2) The product is: [NH2:22][C:17]1[N:16]=[C:15]([NH:14][CH2:13][C:12]([N:11]([CH:8]2[CH2:9][CH2:10][N:5]([CH2:4][CH:1]3[CH2:3][CH2:2]3)[CH2:6][CH2:7]2)[CH3:33])=[O:32])[C:20]([CH3:21])=[CH:19][N:18]=1. Given the reactants [CH:1]1([CH2:4][N:5]2[CH2:10][CH2:9][CH:8]([N:11]([CH3:33])[C:12](=[O:32])[CH2:13][NH:14][C:15]3[C:20]([CH3:21])=[CH:19][N:18]=[C:17]([NH:22]CC4C=CC(OC)=CC=4)[N:16]=3)[CH2:7][CH2:6]2)[CH2:3][CH2:2]1.FC(F)(F)C(O)=O, predict the reaction product. (3) Given the reactants I[C:2]1[C:6]([C:7]2[CH:12]=[CH:11][N:10]=[C:9]([NH:13][CH2:14][C@@H:15]([OH:17])[CH3:16])[N:8]=2)=[CH:5][N:4]([CH:18]([CH3:20])[CH3:19])[N:3]=1.[CH3:21][C:22]1[C:30]2[C:25](=[N:26][CH:27]=[C:28](B3OC(C)(C)C(C)(C)O3)[CH:29]=2)[NH:24][CH:23]=1.C([O-])([O-])=O.[Na+].[Na+], predict the reaction product. The product is: [CH:18]([N:4]1[CH:5]=[C:6]([C:7]2[CH:12]=[CH:11][N:10]=[C:9]([NH:13][CH2:14][C@@H:15]([OH:17])[CH3:16])[N:8]=2)[C:2]([C:28]2[CH:29]=[C:30]3[C:22]([CH3:21])=[CH:23][NH:24][C:25]3=[N:26][CH:27]=2)=[N:3]1)([CH3:20])[CH3:19]. (4) Given the reactants Br[C:2]1[CH2:6][CH2:5][CH2:4][C:3]=1[Br:7].[CH2:8]([O:15][C:16]1[CH:21]=[CH:20][C:19]([Cl:22])=[CH:18][C:17]=1B(O)O)[C:9]1[CH:14]=[CH:13][CH:12]=[CH:11][CH:10]=1.C(=O)([O-])[O-].[K+].[K+].C1(C)C=CC=CC=1.C(O)C, predict the reaction product. The product is: [Br:7][C:3]1[CH2:4][CH2:5][CH2:6][C:2]=1[C:17]1[CH:18]=[C:19]([Cl:22])[CH:20]=[CH:21][C:16]=1[O:15][CH2:8][C:9]1[CH:10]=[CH:11][CH:12]=[CH:13][CH:14]=1. (5) Given the reactants [F:1][C:2]1[C:7]([O:8][C:9]2[C:18]3[C:13](=[CH:14][CH:15]=[CH:16][CH:17]=3)[CH:12]=[CH:11][CH:10]=2)=[C:6]([N+:19]([O-:21])=[O:20])[CH:5]=[CH:4][C:3]=1[CH2:22]C(O)=O, predict the reaction product. The product is: [F:1][C:2]1[C:3]([CH3:22])=[CH:4][CH:5]=[C:6]([N+:19]([O-:21])=[O:20])[C:7]=1[O:8][C:9]1[C:18]2[C:13](=[CH:14][CH:15]=[CH:16][CH:17]=2)[CH:12]=[CH:11][CH:10]=1. (6) Given the reactants [NH2:1][N:2]1[N:11]=[C:10]([CH:12]([CH3:14])[CH3:13])[C:9]2[C:4](=[CH:5][CH:6]=[CH:7][CH:8]=2)[C:3]1=[O:15].N1C=CC=CC=1.[C:22]12([CH2:32][C:33](Cl)=[O:34])[CH2:31][CH:26]3[CH2:27][CH:28]([CH2:30][CH:24]([CH2:25]3)[CH2:23]1)[CH2:29]2, predict the reaction product. The product is: [C:22]12([CH2:32][C:33]([NH:1][N:2]3[N:11]=[C:10]([CH:12]([CH3:13])[CH3:14])[C:9]4[C:4](=[CH:5][CH:6]=[CH:7][CH:8]=4)[C:3]3=[O:15])=[O:34])[CH2:29][CH:28]3[CH2:27][CH:26]([CH2:25][CH:24]([CH2:30]3)[CH2:23]1)[CH2:31]2. (7) Given the reactants [C:1]([C:3]1([NH:6][C:7](=[O:27])[C@@H:8]([NH:13][C@@H:14]([C:20]2[CH:25]=[CH:24][C:23](Br)=[CH:22][CH:21]=2)[C:15]2[S:16][CH:17]=[CH:18][N:19]=2)[CH2:9][CH:10]([CH3:12])[CH3:11])[CH2:5][CH2:4]1)#[N:2].[F:28][C:29]1[CH:34]=[C:33]([F:35])[CH:32]=[CH:31][C:30]=1B(O)O, predict the reaction product. The product is: [C:1]([C:3]1([NH:6][C:7](=[O:27])[C@@H:8]([NH:13][C@@H:14]([C:20]2[CH:25]=[CH:24][C:23]([C:32]3[CH:31]=[CH:30][C:29]([F:28])=[CH:34][C:33]=3[F:35])=[CH:22][CH:21]=2)[C:15]2[S:16][CH:17]=[CH:18][N:19]=2)[CH2:9][CH:10]([CH3:12])[CH3:11])[CH2:5][CH2:4]1)#[N:2].